From a dataset of Forward reaction prediction with 1.9M reactions from USPTO patents (1976-2016). Predict the product of the given reaction. Given the reactants [CH3:1][N:2]([CH3:6])[C:3](Cl)=[O:4].[OH:7][C:8]([C:10]([F:13])([F:12])[F:11])=[O:9].[F:14][C:15]1[CH:20]=[C:19]([F:21])[CH:18]=[CH:17][C:16]=1[CH:22]([F:43])[CH:23]1[CH2:28][CH2:27][N:26]([C:29]2[N:30]=[C:31]3[CH2:42][CH2:41][NH:40][CH2:39][C:32]3=[N:33][C:34]=2[NH:35][CH:36]([CH3:38])[CH3:37])[CH2:25][CH2:24]1.C(N(CC)CC)C, predict the reaction product. The product is: [F:14][C:15]1[CH:20]=[C:19]([F:21])[CH:18]=[CH:17][C:16]=1[CH:22]([F:43])[CH:23]1[CH2:28][CH2:27][N:26]([C:29]2[N:30]=[C:31]3[CH2:42][CH2:41][N:40]([C:3]([N:2]([CH3:6])[CH3:1])=[O:4])[CH2:39][C:32]3=[N:33][C:34]=2[NH:35][CH:36]([CH3:38])[CH3:37])[CH2:25][CH2:24]1.[C:8]([OH:9])([C:10]([F:13])([F:12])[F:11])=[O:7].